This data is from Reaction yield outcomes from USPTO patents with 853,638 reactions. The task is: Predict the reaction yield, written as a fraction of the theoretical maximum amount of product (1.0 means a 100% yield; for example, 0.34 means a 34% yield). The reactants are [O:1]1[CH2:5][CH2:4][C@H:3]([OH:6])[CH2:2]1.C(N(CC)CC)C.[CH3:14][S:15](Cl)(=[O:17])=[O:16].O. The catalyst is C(Cl)Cl. The product is [CH3:14][S:15]([O:6][C@H:3]1[CH2:4][CH2:5][O:1][CH2:2]1)(=[O:17])=[O:16]. The yield is 0.830.